The task is: Predict the reactants needed to synthesize the given product.. This data is from Full USPTO retrosynthesis dataset with 1.9M reactions from patents (1976-2016). Given the product [Cl:1][C:2]1[CH:7]=[C:6]([Cl:8])[CH:5]=[CH:4][C:3]=1[C:9]1[CH:14]=[CH:13][N:12]=[C:11]([NH:15][CH:16]([CH3:20])[CH2:17][O:18][CH3:19])[C:10]=1[NH2:21], predict the reactants needed to synthesize it. The reactants are: [Cl:1][C:2]1[CH:7]=[C:6]([Cl:8])[CH:5]=[CH:4][C:3]=1[C:9]1[CH:14]=[CH:13][N:12]=[C:11]([NH:15][CH:16]([CH3:20])[CH2:17][O:18][CH3:19])[C:10]=1[N+:21]([O-])=O.[NH4+].[OH-].[O-]S(S([O-])=O)=O.[Na+].[Na+].